This data is from Forward reaction prediction with 1.9M reactions from USPTO patents (1976-2016). The task is: Predict the product of the given reaction. (1) Given the reactants Cl[C:2]1[N:3]=[CH:4][NH:5][C:6]=1Cl.[OH:8][C:9]1[CH:16]=[CH:15][C:12]([CH2:13]O)=[CH:11][CH:10]=1.[I:17][CH3:18], predict the reaction product. The product is: [I-:17].[OH:8][C:9]1[CH:16]=[CH:15][C:12]([CH2:13][N:5]2[CH:6]=[CH:2][N+:3]([CH3:18])=[CH:4]2)=[CH:11][CH:10]=1. (2) Given the reactants [F:1][C@H:2]1[CH2:4][C@H:3]1[C:5]([NH:7][C:8]1[N:9]=[CH:10][C:11]2[C:16]([CH:17]=1)=[CH:15][CH:14]=[C:13]([C:18]1[CH:19]=[N:20][C:21]([C:25](O)(O)[C:26]([F:29])([F:28])[F:27])=[CH:22][C:23]=1[CH3:24])[CH:12]=2)=[O:6].[CH3:32][O:33][C:34]1[CH:41]=[CH:40][C:37]([CH2:38][NH2:39])=[CH:36][CH:35]=1.C(O)(=O)C, predict the reaction product. The product is: [F:1][C@H:2]1[CH2:4][C@H:3]1[C:5]([NH:7][C:8]1[N:9]=[CH:10][C:11]2[C:16]([CH:17]=1)=[CH:15][CH:14]=[C:13]([C:18]1[CH:19]=[N:20][C:21](/[C:25](=[N:39]/[CH2:38][C:37]3[CH:40]=[CH:41][C:34]([O:33][CH3:32])=[CH:35][CH:36]=3)/[C:26]([F:27])([F:29])[F:28])=[CH:22][C:23]=1[CH3:24])[CH:12]=2)=[O:6]. (3) The product is: [C:1]([O:5][C:6]([N:8]1[CH2:11][CH2:10][C@H:9]1[CH2:12][O:13][C:14]1[CH:19]=[C:18]([C:25]2[CH:30]=[CH:29][CH:28]=[CH:27][C:26]=2[CH2:31][CH2:32][CH2:33][OH:34])[CH:17]=[N:16][CH:15]=1)=[O:7])([CH3:4])([CH3:3])[CH3:2]. Given the reactants [C:1]([O:5][C:6]([N:8]1[CH2:11][CH2:10][C@H:9]1[CH2:12][O:13][C:14]1[CH:15]=[N:16][CH:17]=[C:18]([Sn](C)(C)C)[CH:19]=1)=[O:7])([CH3:4])([CH3:3])[CH3:2].I[C:25]1[CH:30]=[CH:29][CH:28]=[CH:27][C:26]=1[CH2:31][CH2:32][CH2:33][OH:34].[F-].[Cs+].N#N, predict the reaction product. (4) Given the reactants O.[OH-].[Na+].[Cl:4][C:5]1[CH:6]=[C:7]2[C:11](=[CH:12][CH:13]=1)[NH:10][C:9](=[O:14])[C:8]2([CH2:24][C:25]([O:27]C)=[O:26])[C:15]1[C:16]([O:21][CH2:22][CH3:23])=[N:17][CH:18]=[CH:19][CH:20]=1.Cl, predict the reaction product. The product is: [Cl:4][C:5]1[CH:6]=[C:7]2[C:11](=[CH:12][CH:13]=1)[NH:10][C:9](=[O:14])[C:8]2([CH2:24][C:25]([OH:27])=[O:26])[C:15]1[C:16]([O:21][CH2:22][CH3:23])=[N:17][CH:18]=[CH:19][CH:20]=1.